Task: Predict which catalyst facilitates the given reaction.. Dataset: Catalyst prediction with 721,799 reactions and 888 catalyst types from USPTO Reactant: C(OC(C)C)(=O)C.[F:8][C:9]1[CH:10]=[C:11]2[C:19](=[CH:20][CH:21]=1)[NH:18][C:17]1[CH2:16][CH2:15][CH:14]([C:22]([OH:24])=O)[CH2:13][C:12]2=1.[OH-].[NH4+:26].C(Cl)(=O)C(Cl)=O. Product: [F:8][C:9]1[CH:10]=[C:11]2[C:19](=[CH:20][CH:21]=1)[NH:18][C:17]1[CH2:16][CH2:15][CH:14]([C:22]([NH2:26])=[O:24])[CH2:13][C:12]2=1. The catalyst class is: 136.